Predict the reactants needed to synthesize the given product. From a dataset of Full USPTO retrosynthesis dataset with 1.9M reactions from patents (1976-2016). Given the product [CH3:17][O:16][CH:13]([O:14][CH3:15])[C:6]1[CH:5]=[CH:4][C:3]([O:2][CH3:1])=[CH:8][CH:7]=1, predict the reactants needed to synthesize it. The reactants are: [CH3:1][O:2][C:3]1[CH:4]=[CH:5][C:6](C=O)=[CH:7][CH:8]=1.CO[CH:13]([O:16][CH3:17])[O:14][CH3:15].Cl.[OH-].[K+].